From a dataset of Forward reaction prediction with 1.9M reactions from USPTO patents (1976-2016). Predict the product of the given reaction. Given the reactants [Br:1][C:2]1[CH:7]=[CH:6][C:5]([OH:8])=[C:4]([CH:9]([CH3:11])[CH3:10])[CH:3]=1.[N:12]([O-:14])=[O:13].[Na+].C(OC(C)C)(C)C.S(=O)(=O)(O)O, predict the reaction product. The product is: [Br:1][C:2]1[CH:7]=[C:6]([N+:12]([O-:14])=[O:13])[C:5]([OH:8])=[C:4]([CH:9]([CH3:11])[CH3:10])[CH:3]=1.